This data is from Acute oral toxicity (LD50) regression data from Zhu et al.. The task is: Regression/Classification. Given a drug SMILES string, predict its toxicity properties. Task type varies by dataset: regression for continuous values (e.g., LD50, hERG inhibition percentage) or binary classification for toxic/non-toxic outcomes (e.g., AMES mutagenicity, cardiotoxicity, hepatotoxicity). Dataset: ld50_zhu. (1) The molecule is C=CCCC=O. The rat oral LD50 is 2.13, given as -log10 of the dose in mol/kg body weight (higher means more acutely toxic). (2) The rat oral LD50 is 2.58, given as -log10 of the dose in mol/kg body weight (higher means more acutely toxic). The drug is CS(=O)c1ccc(Cl)cc1. (3) The compound is CCC(C)CCCCCl. The rat oral LD50 is 1.31, given as -log10 of the dose in mol/kg body weight (higher means more acutely toxic).